Dataset: CYP2D6 inhibition data for predicting drug metabolism from PubChem BioAssay. Task: Regression/Classification. Given a drug SMILES string, predict its absorption, distribution, metabolism, or excretion properties. Task type varies by dataset: regression for continuous measurements (e.g., permeability, clearance, half-life) or binary classification for categorical outcomes (e.g., BBB penetration, CYP inhibition). Dataset: cyp2d6_veith. (1) The molecule is O=c1onc2n1-c1cc(Br)ccc1OC2. The result is 0 (non-inhibitor). (2) The drug is CCCCn1cnc2c(SC)ncnc21. The result is 0 (non-inhibitor). (3) The drug is CC1(C)c2ssc(=S)c2-c2ccccc2N1C(=O)CSC1=NCCS1. The result is 0 (non-inhibitor). (4) The compound is CC[C@H]1NC(=O)c2cc(S(N)(=O)=O)c(Cl)cc2N1. The result is 0 (non-inhibitor).